From a dataset of Reaction yield outcomes from USPTO patents with 853,638 reactions. Predict the reaction yield, written as a fraction of the theoretical maximum amount of product (1.0 means a 100% yield; for example, 0.34 means a 34% yield). (1) The reactants are [CH2:1]([NH:5][C:6]1[CH:11]=[CH:10][CH:9]=[CH:8][CH:7]=1)[CH2:2][CH2:3][CH3:4].[Cl:12][C:13](Cl)([O:15]C(=O)OC(Cl)(Cl)Cl)Cl. The catalyst is C(Cl)Cl. The product is [CH2:1]([N:5]([C:6]1[CH:11]=[CH:10][CH:9]=[CH:8][CH:7]=1)[C:13]([Cl:12])=[O:15])[CH2:2][CH2:3][CH3:4]. The yield is 0.960. (2) The reactants are [F:1][CH:2]([F:14])[CH2:3][NH:4][C:5]1[CH:10]=[CH:9][CH:8]=[CH:7][C:6]=1[N+:11]([O-])=O. The catalyst is CO.[Pd]. The product is [F:1][CH:2]([F:14])[CH2:3][NH:4][C:5]1[C:6]([NH2:11])=[CH:7][CH:8]=[CH:9][CH:10]=1. The yield is 0.975. (3) The reactants are [F:1][C:2]1[CH:3]=[C:4]([CH:10]=[CH:11][C:12]=1[F:13])[CH:5]=[CH:6][C:7]([OH:9])=O.C(Cl)(=O)C(Cl)=O.[CH3:20][N:21]([CH3:37])[CH:22]1[CH2:26][CH2:25][N:24]([C:27]2[S:28][C:29]3[CH:35]=[C:34]([NH2:36])[CH:33]=[CH:32][C:30]=3[N:31]=2)[CH2:23]1. No catalyst specified. The product is [F:1][C:2]1[CH:3]=[C:4]([CH:5]=[CH:6][C:7]([NH:36][C:34]2[CH:33]=[CH:32][C:30]3[N:31]=[C:27]([N:24]4[CH2:25][CH2:26][CH:22]([N:21]([CH3:37])[CH3:20])[CH2:23]4)[S:28][C:29]=3[CH:35]=2)=[O:9])[CH:10]=[CH:11][C:12]=1[F:13]. The yield is 0.770. (4) The reactants are [NH2:1][C:2]1[C:3]([F:15])=[CH:4][C:5](Br)=[C:6]([CH2:8][C:9]([O:11][CH2:12][CH3:13])=[O:10])[CH:7]=1.[CH3:16][N:17](C=O)C. The catalyst is C1C=CC([P]([Pd]([P](C2C=CC=CC=2)(C2C=CC=CC=2)C2C=CC=CC=2)([P](C2C=CC=CC=2)(C2C=CC=CC=2)C2C=CC=CC=2)[P](C2C=CC=CC=2)(C2C=CC=CC=2)C2C=CC=CC=2)(C2C=CC=CC=2)C2C=CC=CC=2)=CC=1. The product is [NH2:1][C:2]1[C:3]([F:15])=[CH:4][C:5]([C:16]#[N:17])=[C:6]([CH2:8][C:9]([O:11][CH2:12][CH3:13])=[O:10])[CH:7]=1. The yield is 0.250. (5) The reactants are [CH:1]1[C:14]2[CH:13]=[C:12](B(O)O)[C:11]3[C:6](=[CH:7][CH:8]=[CH:9][CH:10]=3)[C:5]=2[CH:4]=[CH:3][CH:2]=1.Br[C:19]1[CH:20]=[C:21]([C:26]2[N:31]=[C:30]([C:32]3[CH:37]=[CH:36][CH:35]=[CH:34][CH:33]=3)[N:29]=[C:28]([C:38]3[CH:43]=[CH:42][CH:41]=[CH:40][CH:39]=3)[N:27]=2)[CH:22]=[C:23]([Cl:25])[CH:24]=1.C1(C)C=CC=CC=1.C([O-])([O-])=O.[K+].[K+]. The catalyst is C(Cl)(Cl)Cl.C1C=CC([P]([Pd]([P](C2C=CC=CC=2)(C2C=CC=CC=2)C2C=CC=CC=2)([P](C2C=CC=CC=2)(C2C=CC=CC=2)C2C=CC=CC=2)[P](C2C=CC=CC=2)(C2C=CC=CC=2)C2C=CC=CC=2)(C2C=CC=CC=2)C2C=CC=CC=2)=CC=1.C(O)C. The product is [Cl:25][C:23]1[CH:22]=[C:21]([C:26]2[N:27]=[C:28]([C:38]3[CH:43]=[CH:42][CH:41]=[CH:40][CH:39]=3)[N:29]=[C:30]([C:32]3[CH:33]=[CH:34][CH:35]=[CH:36][CH:37]=3)[N:31]=2)[CH:20]=[C:19]([C:12]2[C:11]3[C:6]([C:5]4[CH:4]=[CH:3][CH:2]=[CH:1][C:14]=4[CH:13]=2)=[CH:7][CH:8]=[CH:9][CH:10]=3)[CH:24]=1. The yield is 0.910. (6) The reactants are [CH3:1][O:2][C:3]1[C:12]([NH:13][C:14](=[O:18])OCC)=[N:11][C:10]2[C:5](=[CH:6][CH:7]=[C:8]([O:19][CH3:20])[CH:9]=2)[N:4]=1.[Cl:21][C:22]1[CH:23]=[C:24]([N:28]2[CH2:33][CH2:32][NH:31][CH2:30][CH2:29]2)[CH:25]=[CH:26][CH:27]=1. No catalyst specified. The product is [CH3:1][O:2][C:3]1[C:12]([NH:13][C:14]([N:31]2[CH2:30][CH2:29][N:28]([C:24]3[CH:25]=[CH:26][CH:27]=[C:22]([Cl:21])[CH:23]=3)[CH2:33][CH2:32]2)=[O:18])=[N:11][C:10]2[C:5](=[CH:6][CH:7]=[C:8]([O:19][CH3:20])[CH:9]=2)[N:4]=1. The yield is 0.850. (7) The reactants are [Li+].CC([N-]C(C)C)C.[CH3:9][C:10]1[CH:15]=[CH:14][N:13]=[CH:12][CH:11]=1.[Cl:16][C:17]1[CH:24]=[CH:23][C:20]([C:21]#N)=[CH:19][CH:18]=1.Br.C1C[O:29]CC1. The catalyst is O. The product is [Cl:16][C:17]1[CH:24]=[CH:23][C:20]([C:21](=[O:29])[CH2:9][C:10]2[CH:15]=[CH:14][N:13]=[CH:12][CH:11]=2)=[CH:19][CH:18]=1. The yield is 0.520. (8) The catalyst is C(Cl)Cl. The yield is 0.0400. The product is [CH3:1][O:2][C:3]1[C:4]([CH2:12][N:13]([CH3:14])[CH3:15])=[C:5]2[C:9](=[CH:10][CH:11]=1)[N:8]([S:23]([C:19]1[CH:18]=[N:17][CH:22]=[CH:21][CH:20]=1)(=[O:25])=[O:24])[CH:7]=[CH:6]2. The reactants are [CH3:1][O:2][C:3]1[C:4]([CH2:12][N:13]([CH3:15])[CH3:14])=[C:5]2[C:9](=[CH:10][CH:11]=1)[NH:8][CH:7]=[CH:6]2.Cl.[N:17]1[CH:22]=[CH:21][CH:20]=[C:19]([S:23](Cl)(=[O:25])=[O:24])[CH:18]=1. (9) The product is [Br:3][C:4]1[CH:5]=[C:6]([C:12]2[N:16]=[C:15]([C:17]([O:19][CH2:20][CH3:21])=[O:18])[O:14][N:13]=2)[CH:7]=[C:8]([Br:11])[C:9]=1[O:10][CH2:28][C:27]1[CH:30]=[CH:31][C:24]([O:23][CH3:22])=[CH:25][CH:26]=1. The yield is 0.650. The catalyst is CN(C)C=O. The reactants are [H-].[Na+].[Br:3][C:4]1[CH:5]=[C:6]([C:12]2[N:16]=[C:15]([C:17]([O:19][CH2:20][CH3:21])=[O:18])[O:14][N:13]=2)[CH:7]=[C:8]([Br:11])[C:9]=1[OH:10].[CH3:22][O:23][C:24]1[CH:31]=[CH:30][C:27]([CH2:28]Cl)=[CH:26][CH:25]=1.O. (10) The reactants are Cl[C:2]1[N:9]=[CH:8][CH:7]=[C:6]([N:10]([CH3:12])[CH3:11])[C:3]=1[C:4]#[N:5].C([O-])(=O)C.[Na+].O.[NH2:19][NH2:20]. The catalyst is N1C=CC=CC=1.O. The product is [CH3:11][N:10]([CH3:12])[C:6]1[C:3]2[C:4]([NH2:5])=[N:20][NH:19][C:2]=2[N:9]=[CH:8][CH:7]=1. The yield is 0.570.